Dataset: Forward reaction prediction with 1.9M reactions from USPTO patents (1976-2016). Task: Predict the product of the given reaction. (1) Given the reactants [OH:1][C:2]1[CH:7]=[CH:6][C:5]([CH2:8][C:9]([O:11][CH3:12])=[O:10])=[CH:4][CH:3]=1.[CH2:13]([CH:15]1[O:17][CH2:16]1)Cl.N1C=CC=CC=1, predict the reaction product. The product is: [O:17]1[CH2:16][CH:15]1[CH2:13][O:1][C:2]1[CH:3]=[CH:4][C:5]([CH2:8][C:9]([O:11][CH3:12])=[O:10])=[CH:6][CH:7]=1. (2) Given the reactants C(OC([N:8]1[CH2:13][CH2:12][C:11](=O)[CH2:10][CH2:9]1)=O)(C)(C)C.[NH:15]1[CH2:19][CH2:18][CH2:17][CH:16]1[CH2:20][OH:21].C(O)(=O)C.C(O[BH-](OC(=O)C)OC(=O)C)(=O)C.[Na+].C(Cl)[Cl:41], predict the reaction product. The product is: [ClH:41].[ClH:41].[NH:8]1[CH2:9][CH2:10][CH:11]([N:15]2[CH2:19][CH2:18][CH2:17][C@H:16]2[CH2:20][OH:21])[CH2:12][CH2:13]1. (3) The product is: [Br:1][C:2]1[C:3]([OH:11])=[C:4]([CH:7]=[C:8]([Br:10])[CH:9]=1)[CH:5]=[C:21]1[S:20][C:19](=[O:24])[N:18]([CH2:17][C:16]2[CH:15]=[C:14]([C:13]([F:32])([F:12])[F:33])[CH:27]=[C:26]([C:28]([F:30])([F:31])[F:29])[CH:25]=2)[C:22]1=[O:23]. Given the reactants [Br:1][C:2]1[CH:9]=[C:8]([Br:10])[CH:7]=[C:4]([CH:5]=O)[C:3]=1[OH:11].[F:12][C:13]([F:33])([F:32])[C:14]1[CH:15]=[C:16]([CH:25]=[C:26]([C:28]([F:31])([F:30])[F:29])[CH:27]=1)[CH2:17][N:18]1[C:22](=[O:23])[CH2:21][S:20][C:19]1=[O:24], predict the reaction product. (4) Given the reactants Br[C:2]1[CH:7]=[CH:6][CH:5]=[CH:4][N:3]=1.[CH2:8]([N:12]1[N:16]=[C:15]2[CH:17]=[CH:18][CH:19]=[C:20]([N+:21]([O-:23])=[O:22])[C:14]2=[N:13]1)[CH2:9][C:10]#[CH:11], predict the reaction product. The product is: [N+:21]([C:20]1[C:14]2[C:15](=[N:16][N:12]([CH2:8][CH2:9][C:10]#[C:11][C:2]3[CH:7]=[CH:6][CH:5]=[CH:4][N:3]=3)[N:13]=2)[CH:17]=[CH:18][CH:19]=1)([O-:23])=[O:22].